This data is from Full USPTO retrosynthesis dataset with 1.9M reactions from patents (1976-2016). The task is: Predict the reactants needed to synthesize the given product. (1) Given the product [CH2:1]([O:3][C:4](=[O:13])[CH2:5][CH:6]([CH2:11][N:24]1[CH2:25][CH2:26][CH2:27][CH:22]([C:18]2[CH:19]=[CH:20][CH:21]=[C:16]([C:15]([F:14])([F:28])[F:29])[CH:17]=2)[CH2:23]1)[C:7]([F:10])([F:9])[F:8])[CH3:2], predict the reactants needed to synthesize it. The reactants are: [CH2:1]([O:3][C:4](=[O:13])[CH2:5][CH:6]([CH:11]=O)[C:7]([F:10])([F:9])[F:8])[CH3:2].[F:14][C:15]([F:29])([F:28])[C:16]1[CH:17]=[C:18]([CH:22]2[CH2:27][CH2:26][CH2:25][NH:24][CH2:23]2)[CH:19]=[CH:20][CH:21]=1.C(O)(=O)C.C(O[BH-](OC(=O)C)OC(=O)C)(=O)C.[Na+]. (2) Given the product [C:1]([N:4]1[CH2:9][CH2:8][CH2:7][CH2:6][CH:5]1[C:10]1[CH:11]=[C:12]([CH:16]=[C:17]([CH:19]([CH:21]2[CH2:26][CH2:25][CH2:24][CH2:23][CH2:22]2)[CH3:20])[CH:18]=1)[C:13]([OH:15])=[O:14])(=[O:3])[CH3:2], predict the reactants needed to synthesize it. The reactants are: [C:1]([N:4]1[CH2:9][CH2:8][CH2:7][CH2:6][CH:5]1[C:10]1[CH:11]=[C:12]([CH:16]=[C:17]([CH:19]([CH:21]2[CH2:26][CH2:25][CH2:24][CH2:23][CH2:22]2)[CH3:20])[CH:18]=1)[C:13]([O-:15])=[O:14])(=[O:3])[CH3:2]. (3) Given the product [NH2:8][C:9]1[S:10][CH:11]=[C:12]([CH2:14][CH2:15][NH:16][C:24]2[CH:25]=[CH:26][C:27]([NH:30][C:31]([C:33]3[C:34]([C:40]4[CH:41]=[CH:42][C:43]([C:46]([F:49])([F:47])[F:48])=[CH:44][CH:45]=4)=[CH:35][C:36]([CH3:39])=[CH:37][CH:38]=3)=[O:32])=[CH:28][CH:29]=2)[N:13]=1, predict the reactants needed to synthesize it. The reactants are: C(OC([NH:8][C:9]1[S:10][CH:11]=[C:12]([CH2:14][CH2:15][N:16]([C:24]2[CH:29]=[CH:28][C:27]([NH:30][C:31]([C:33]3[CH:38]=[CH:37][C:36]([CH3:39])=[CH:35][C:34]=3[C:40]3[CH:45]=[CH:44][C:43]([C:46]([F:49])([F:48])[F:47])=[CH:42][CH:41]=3)=[O:32])=[CH:26][CH:25]=2)C(=O)OC(C)(C)C)[N:13]=1)=O)(C)(C)C.FC(F)(F)C(O)=O. (4) Given the product [CH3:3][N:4]([CH3:9])[CH2:5][CH2:6][CH2:7][O:8][C:11]1[N:12]=[C:13]([OH:21])[C:14]2[CH:20]=[CH:19][N:18]=[CH:17][C:15]=2[N:16]=1, predict the reactants needed to synthesize it. The reactants are: [H-].[Na+].[CH3:3][N:4]([CH3:9])[CH2:5][CH2:6][CH2:7][OH:8].Cl[C:11]1[N:12]=[C:13]([OH:21])[C:14]2[CH:20]=[CH:19][N:18]=[CH:17][C:15]=2[N:16]=1. (5) Given the product [O:35]=[C:34]1[O:28][N:27]=[C:2](/[C:3](=[N:10]\[O:11][CH2:12][C:13]2[N:18]=[C:17]([NH:19][C:20](=[O:26])[O:21][C:22]([CH3:24])([CH3:25])[CH3:23])[CH:16]=[CH:15][CH:14]=2)/[C:4]2[CH:5]=[CH:6][CH:7]=[CH:8][CH:9]=2)[NH:1]1, predict the reactants needed to synthesize it. The reactants are: [NH2:1]/[C:2](=[N:27]\[OH:28])/[C:3](=[N:10]\[O:11][CH2:12][C:13]1[N:18]=[C:17]([NH:19][C:20](=[O:26])[O:21][C:22]([CH3:25])([CH3:24])[CH3:23])[CH:16]=[CH:15][CH:14]=1)/[C:4]1[CH:9]=[CH:8][CH:7]=[CH:6][CH:5]=1.C1N=CN([C:34](N2C=NC=C2)=[O:35])C=1. (6) Given the product [Si:1]([O:8][CH2:9][CH2:10][N:11]([CH2:21][C:20]#[CH:19])[C:12](=[O:18])[O:13][C:14]([CH3:17])([CH3:16])[CH3:15])([C:4]([CH3:7])([CH3:6])[CH3:5])([CH3:3])[CH3:2], predict the reactants needed to synthesize it. The reactants are: [Si:1]([O:8][CH2:9][CH2:10][NH:11][C:12](=[O:18])[O:13][C:14]([CH3:17])([CH3:16])[CH3:15])([C:4]([CH3:7])([CH3:6])[CH3:5])([CH3:3])[CH3:2].[CH2:19](Br)[C:20]#[CH:21].[H-].[Na+].